Predict the product of the given reaction. From a dataset of Forward reaction prediction with 1.9M reactions from USPTO patents (1976-2016). (1) Given the reactants [CH2:1]([N:5]1[C:9](=[O:10])[C:8]2=[CH:11][CH:12]=[CH:13][CH:14]=[C:7]2[C:6]1=[O:15])[CH:2]([CH3:4])[CH3:3].O, predict the reaction product. The product is: [OH:10][CH:9]1[C:8]2[C:7](=[CH:14][CH:13]=[CH:12][CH:11]=2)[C:6](=[O:15])[N:5]1[CH2:1][CH:2]([CH3:4])[CH3:3]. (2) The product is: [CH3:29][O:28][C:26]1[CH:25]=[C:24](/[CH:30]=[C:15](/[C:9]2[C:8]3[C:12](=[CH:13][CH:14]=[C:6]([O:5][CH3:4])[CH:7]=3)[NH:11][CH:10]=2)\[C:16]#[N:17])[CH:21]=[C:20]([O:19][CH3:18])[CH:27]=1. Given the reactants C[O-].[Na+].[CH3:4][O:5][C:6]1[CH:7]=[C:8]2[C:12](=[CH:13][CH:14]=1)[NH:11][CH:10]=[C:9]2[CH2:15][C:16]#[N:17].[CH3:18][O:19][C:20]1[CH:27]=[C:26]([O:28][CH3:29])[CH:25]=[CH:24][C:21]=1C=O.[CH2:30](OCC)C, predict the reaction product. (3) Given the reactants O[C:2]1([C:12]2[CH:19]=[CH:18][C:15]([C:16]#[N:17])=[CH:14][CH:13]=2)[CH2:5][CH:4]([CH2:6][N:7]2[CH2:11][CH2:10][CH2:9][CH2:8]2)[CH2:3]1.CCO.CS(O)(=O)=O.[OH-].[Na+], predict the reaction product. The product is: [N:7]1([CH2:6][CH:4]2[CH2:5][CH:2]([C:12]3[CH:13]=[CH:14][C:15]([CH2:16][NH2:17])=[CH:18][CH:19]=3)[CH2:3]2)[CH2:11][CH2:10][CH2:9][CH2:8]1.